From a dataset of Full USPTO retrosynthesis dataset with 1.9M reactions from patents (1976-2016). Predict the reactants needed to synthesize the given product. Given the product [Cl:40][C:21]1[C:22]2[C:27](=[CH:26][CH:25]=[C:24](/[CH:28]=[C:4]3/[C:5](=[O:12])[N:6]([NH:7][S:8]([CH3:11])(=[O:10])=[O:9])[C:2](=[O:1])[S:3]/3)[CH:23]=2)[N:19]([CH2:18][C:17]2[CH:41]=[CH:42][C:14]([Cl:13])=[CH:15][C:16]=2[C:43]([F:44])([F:45])[F:46])[N:20]=1, predict the reactants needed to synthesize it. The reactants are: [O:1]=[C:2]1[N:6]([NH:7][S:8]([CH3:11])(=[O:10])=[O:9])[C:5](=[O:12])[CH2:4][S:3]1.[Cl:13][C:14]1[CH:42]=[CH:41][C:17]([CH2:18][N:19]2[C:27]3[C:22](=[CH:23][C:24](/[CH:28]=C4/C(=O)N(CC(O)=O)C(=O)S/4)=[CH:25][CH:26]=3)[C:21]([Cl:40])=[N:20]2)=[C:16]([C:43]([F:46])([F:45])[F:44])[CH:15]=1.